From a dataset of Forward reaction prediction with 1.9M reactions from USPTO patents (1976-2016). Predict the product of the given reaction. Given the reactants [NH2:1][C@H:2]([C:8]([OH:10])=[O:9])[CH2:3][CH2:4][CH2:5][CH2:6][NH2:7].[C:11]1(=[O:18])OC(=O)[CH2:14][CH2:13][CH2:12]1.C[N:20]([CH:22]=[O:23])C, predict the reaction product. The product is: [C:11]([NH2:1])(=[O:18])[CH2:12][CH2:13][CH2:14][C:22]([NH2:20])=[O:23].[NH2:1][C@H:2]([C:8]([OH:10])=[O:9])[CH2:3][CH2:4][CH2:5][CH2:6][NH2:7].